Dataset: Reaction yield outcomes from USPTO patents with 853,638 reactions. Task: Predict the reaction yield, written as a fraction of the theoretical maximum amount of product (1.0 means a 100% yield; for example, 0.34 means a 34% yield). (1) The reactants are [CH2:1]([O:3][CH:4]([O:22][CH2:23][CH3:24])[C:5]1[CH:10]=[CH:9][C:8]([C:11]#[C:12][CH2:13][NH:14][C:15]2[CH:20]=[CH:19][C:18]([F:21])=[CH:17][CH:16]=2)=[CH:7][CH:6]=1)[CH3:2].CC1(C)C2CC1CCC2NS(C1C=CC(C#CCCO)=CC=1)(=O)=O. No catalyst specified. The product is [CH2:1]([O:3][CH:4]([O:22][CH2:23][CH3:24])[C:5]1[CH:6]=[CH:7][C:8]([CH2:11][CH2:12][CH2:13][NH:14][C:15]2[CH:16]=[CH:17][C:18]([F:21])=[CH:19][CH:20]=2)=[CH:9][CH:10]=1)[CH3:2]. The yield is 0.960. (2) The reactants are N1C=CC=CC=1.C1COCC1.[OH:12][CH2:13][C:14](=[O:16])[CH3:15].[C:17](Cl)(=[O:24])[C:18]1[CH:23]=[CH:22][CH:21]=[CH:20][CH:19]=1. The catalyst is C(OCC)(=O)C. The product is [C:17]([O:12][CH2:13][C:14](=[O:16])[CH3:15])(=[O:24])[C:18]1[CH:23]=[CH:22][CH:21]=[CH:20][CH:19]=1. The yield is 0.878.